This data is from Catalyst prediction with 721,799 reactions and 888 catalyst types from USPTO. The task is: Predict which catalyst facilitates the given reaction. (1) Reactant: [CH2:1]([O:8][C:9]1[CH:10]=[CH:11][C:12]([CH3:17])=[C:13]([CH:16]=1)[CH:14]=O)[C:2]1[CH:7]=[CH:6][CH:5]=[CH:4][CH:3]=1.C1(P(=[CH:37][C:38]([O:40][CH2:41][CH3:42])=[O:39])(C2C=CC=CC=2)C2C=CC=CC=2)C=CC=CC=1. Product: [CH2:1]([O:8][C:9]1[CH:10]=[CH:11][C:12]([CH3:17])=[C:13]([CH:14]=[CH:37][C:38]([O:40][CH2:41][CH3:42])=[O:39])[CH:16]=1)[C:2]1[CH:7]=[CH:6][CH:5]=[CH:4][CH:3]=1. The catalyst class is: 11. (2) Reactant: C(Cl)CCl.C1C=CC2N(O)N=NC=2C=1.[NH2:15][CH2:16][C:17]1[C:18]([F:34])=[C:19]([O:24][C:25]2[CH:26]=[C:27]([CH:30]=[C:31]([Cl:33])[CH:32]=2)[C:28]#[N:29])[C:20]([Br:23])=[CH:21][CH:22]=1.CC(OC([N:42](C(OC(C)(C)C)=O)[C:43]1[NH:44][C:45]([C:49](O)=[O:50])=[C:46]([Cl:48])[N:47]=1)=O)(C)C.[F:59][C:60]([F:65])([F:64])[C:61]([OH:63])=[O:62]. Product: [F:59][C:60]([F:65])([F:64])[C:61]([OH:63])=[O:62].[NH2:42][C:43]1[NH:44][C:45]([C:49]([NH:15][CH2:16][C:17]2[CH:22]=[CH:21][C:20]([Br:23])=[C:19]([O:24][C:25]3[CH:26]=[C:27]([C:28]#[N:29])[CH:30]=[C:31]([Cl:33])[CH:32]=3)[C:18]=2[F:34])=[O:50])=[C:46]([Cl:48])[N:47]=1. The catalyst class is: 174. (3) Reactant: [CH2:1]([O:5][CH2:6][CH2:7][O:8][C:9]1[CH:14]=[CH:13][C:12]([C:15]2[CH:16]=[CH:17][C:18]3[N:24]([CH2:25][CH:26]([CH3:28])[CH3:27])[CH2:23][CH2:22][C:21]([C:29]([NH:31][C:32]4[CH:37]=[CH:36][C:35]([S:38][CH2:39][C:40]5[N:41]([CH2:45][CH:46]([CH3:48])[CH3:47])[CH:42]=[CH:43][N:44]=5)=[CH:34][CH:33]=4)=[O:30])=[CH:20][C:19]=3[CH:49]=2)=[CH:11][CH:10]=1)[CH2:2][CH2:3][CH3:4].ClC1C=CC=C(C(OO)=[O:58])C=1.S([O-])([O-])(=O)=S.[Na+].[Na+]. Product: [CH2:1]([O:5][CH2:6][CH2:7][O:8][C:9]1[CH:10]=[CH:11][C:12]([C:15]2[CH:16]=[CH:17][C:18]3[N:24]([CH2:25][CH:26]([CH3:27])[CH3:28])[CH2:23][CH2:22][C:21]([C:29]([NH:31][C:32]4[CH:33]=[CH:34][C:35]([S:38]([CH2:39][C:40]5[N:41]([CH2:45][CH:46]([CH3:48])[CH3:47])[CH:42]=[CH:43][N:44]=5)=[O:58])=[CH:36][CH:37]=4)=[O:30])=[CH:20][C:19]=3[CH:49]=2)=[CH:13][CH:14]=1)[CH2:2][CH2:3][CH3:4]. The catalyst class is: 4. (4) Product: [Br:1][C:2]1[CH:11]=[C:10]2[C:5]([C:6]([NH:23][CH2:22][C@H:20]3[CH2:19][O:18][C:17]([CH3:24])([CH3:16])[O:21]3)=[C:7]([N+:12]([O-:14])=[O:13])[CH:8]=[N:9]2)=[CH:4][CH:3]=1. The catalyst class is: 4. Reactant: [Br:1][C:2]1[CH:11]=[C:10]2[C:5]([C:6](Cl)=[C:7]([N+:12]([O-:14])=[O:13])[CH:8]=[N:9]2)=[CH:4][CH:3]=1.[CH3:16][C:17]1([CH3:24])[O:21][C@@H:20]([CH2:22][NH2:23])[CH2:19][O:18]1.C(O)C.